This data is from Full USPTO retrosynthesis dataset with 1.9M reactions from patents (1976-2016). The task is: Predict the reactants needed to synthesize the given product. (1) Given the product [CH:9]1([N:14]2[C:19]3[N:20]=[C:21]([S:24][CH3:25])[N:22]=[CH:23][C:18]=3[CH:17]=[C:16]([O:8][CH2:7][CH2:6][O:5][CH2:3][CH3:4])[C:15]2=[O:27])[CH2:13][CH2:12][CH2:11][CH2:10]1, predict the reactants needed to synthesize it. The reactants are: [H-].[Na+].[CH2:3]([O:5][CH2:6][CH2:7][OH:8])[CH3:4].[CH:9]1([N:14]2[C:19]3[N:20]=[C:21]([S:24][CH3:25])[N:22]=[CH:23][C:18]=3[CH:17]=[C:16](F)[C:15]2=[O:27])[CH2:13][CH2:12][CH2:11][CH2:10]1. (2) Given the product [Cl:26][C:23]1[CH:24]=[CH:25][C:20]([S:17]([N:6]2[C@H:7]([C:10]3[CH:15]=[CH:14][CH:13]=[C:12]([F:16])[CH:11]=3)[CH2:8][CH2:9][C@@H:5]2[CH2:3][OH:2])(=[O:18])=[O:19])=[CH:21][CH:22]=1, predict the reactants needed to synthesize it. The reactants are: C[O:2][C:3]([C@H:5]1[CH2:9][CH2:8][C@@H:7]([C:10]2[CH:15]=[CH:14][CH:13]=[C:12]([F:16])[CH:11]=2)[N:6]1[S:17]([C:20]1[CH:25]=[CH:24][C:23]([Cl:26])=[CH:22][CH:21]=1)(=[O:19])=[O:18])=O.[H-].C([Al+]CC(C)C)C(C)C. (3) Given the product [F:16][C:2]([F:15])([F:1])[C:3]1[CH:4]=[CH:5][C:6]([N:9]2[N:13]=[C:12]([NH:14][C:18](=[O:25])[C:19]3[CH:24]=[CH:23][CH:22]=[N:21][CH:20]=3)[CH:11]=[N:10]2)=[N:7][CH:8]=1, predict the reactants needed to synthesize it. The reactants are: [F:1][C:2]([F:16])([F:15])[C:3]1[CH:4]=[CH:5][C:6]([N:9]2[N:13]=[C:12]([NH2:14])[CH:11]=[N:10]2)=[N:7][CH:8]=1.Cl.[C:18](Cl)(=[O:25])[C:19]1[CH:24]=[CH:23][CH:22]=[N:21][CH:20]=1. (4) Given the product [ClH:8].[ClH:1].[Cl:8][C:9]1[CH:14]=[CH:13][C:12]([NH:15][C:16]([N:18]2[CH2:23][CH2:22][NH:21][CH2:20][CH:19]2[CH2:31][C:32]2[CH:33]=[N:34][CH:35]=[CH:36][CH:37]=2)=[O:17])=[CH:11][CH:10]=1, predict the reactants needed to synthesize it. The reactants are: [ClH:1].O1CCOCC1.[Cl:8][C:9]1[CH:14]=[CH:13][C:12]([NH:15][C:16]([N:18]2[CH2:23][CH2:22][N:21](C(OC(C)(C)C)=O)[CH2:20][CH:19]2[CH2:31][C:32]2[CH:33]=[N:34][CH:35]=[CH:36][CH:37]=2)=[O:17])=[CH:11][CH:10]=1. (5) Given the product [Cl:1][C:2]1[CH:7]=[C:6]([Cl:8])[CH:5]=[C:4]([CH2:9][CH3:10])[C:3]=1[C:11]1[C:25](=[O:27])[N:16]([CH3:17])[N:15]=[C:14]([CH3:31])[C:12]=1[OH:13], predict the reactants needed to synthesize it. The reactants are: [Cl:1][C:2]1[CH:7]=[C:6]([Cl:8])[CH:5]=[C:4]([CH2:9][CH3:10])[C:3]=1[CH2:11][C:12]([CH2:14][NH:15][N:16]=[C:17](C)C(OCC)=O)=[O:13].C[C:25](C)([O-:27])C.[K+].Cl.[CH3:31]N(C=O)C. (6) Given the product [Cl:17][C:18]1[CH:19]=[C:20]([N:24]2[N:28]=[N:27][C:26]([CH:29]=[CH:14][C:4]3[N:3]([CH2:1][CH3:2])[C:7]([C:8]4[CH:13]=[CH:12][N:11]=[CH:10][CH:9]=4)=[N:6][N:5]=3)=[N:25]2)[CH:21]=[CH:22][CH:23]=1, predict the reactants needed to synthesize it. The reactants are: [CH2:1]([N:3]1[C:7]([C:8]2[CH:13]=[CH:12][N:11]=[CH:10][CH:9]=2)=[N:6][N:5]=[C:4]1[CH:14]=O)[CH3:2].Br.[Cl:17][C:18]1[CH:19]=[C:20]([N:24]2[N:28]=[N:27][C:26]([CH2:29]P(C3C=CC=CC=3)(C3C=CC=CC=3)C3C=CC=CC=3)=[N:25]2)[CH:21]=[CH:22][CH:23]=1.C1CCN2C(=NCCC2)CC1.O. (7) Given the product [NH2:24][CH2:23][C@H:20]1[CH2:21][CH2:22][N:18]([CH2:17][CH:12]([C:11]2[C:2]([F:1])=[CH:3][CH:4]=[C:5]3[C:10]=2[N:9]=[C:8]([O:31][CH3:32])[CH:7]=[CH:6]3)[C:13]([O:15][CH3:16])=[O:14])[CH2:19]1, predict the reactants needed to synthesize it. The reactants are: [F:1][C:2]1[C:11]([CH:12]([CH2:17][N:18]2[CH2:22][CH2:21][C@H:20]([CH2:23][NH:24]C(=O)C(F)(F)F)[CH2:19]2)[C:13]([O:15][CH3:16])=[O:14])=[C:10]2[C:5]([CH:6]=[CH:7][C:8]([O:31][CH3:32])=[N:9]2)=[CH:4][CH:3]=1.C(=O)([O-])[O-].[K+].[K+].O. (8) Given the product [CH3:21][N:19]([CH3:18])[C:4]1[CH:5]=[C:6]([CH:11]=[CH:12][C:13]=1[F:14])[C:7]([O:9][CH3:10])=[O:8], predict the reactants needed to synthesize it. The reactants are: N#N.N[C:4]1[CH:5]=[C:6]([CH:11]=[CH:12][C:13]=1[F:14])[C:7]([O:9][CH3:10])=[O:8].C=O.[BH3-][C:18]#[N:19].[Na+].[C:21]([O-])([O-])=O.[Na+].[Na+]. (9) Given the product [F:1][C:2]1[CH:7]=[CH:6][C:5]([F:8])=[CH:4][C:3]=1[CH:9]1[CH2:13][CH2:12][CH2:11][N:10]1[C:14]1[CH:19]=[CH:18][N:17]2[N:20]=[CH:21][C:22]([C:23]([OH:25])=[O:24])=[C:16]2[N:15]=1, predict the reactants needed to synthesize it. The reactants are: [F:1][C:2]1[CH:7]=[CH:6][C:5]([F:8])=[CH:4][C:3]=1[CH:9]1[CH2:13][CH2:12][CH2:11][N:10]1[C:14]1[CH:19]=[CH:18][N:17]2[N:20]=[CH:21][C:22]([C:23]([O:25]CC)=[O:24])=[C:16]2[N:15]=1.[Li+].[OH-]. (10) Given the product [C:1]([O:4][CH2:5][C:6]1[CH:7]=[CH:8][C:9]([CH2:13][C:14]2[CH:15]=[CH:16][C:17]([O:20][CH3:21])=[CH:18][CH:19]=2)=[C:10]([O:12][CH2:22][C:23]2[CH:28]=[CH:27][CH:26]=[CH:25][CH:24]=2)[CH:11]=1)(=[O:3])[CH3:2], predict the reactants needed to synthesize it. The reactants are: [C:1]([O:4][CH2:5][C:6]1[CH:7]=[CH:8][C:9]([CH2:13][C:14]2[CH:19]=[CH:18][C:17]([O:20][CH3:21])=[CH:16][CH:15]=2)=[C:10]([OH:12])[CH:11]=1)(=[O:3])[CH3:2].[CH2:22](Br)[C:23]1[CH:28]=[CH:27][CH:26]=[CH:25][CH:24]=1.C(=O)([O-])[O-].[K+].[K+].O.